Task: Predict the reactants needed to synthesize the given product.. Dataset: Full USPTO retrosynthesis dataset with 1.9M reactions from patents (1976-2016) Given the product [CH2:19]([C:15]1[CH:14]=[C:13]2[C:18](=[CH:17][CH:16]=1)[NH:10][CH2:11][CH2:12]2)[CH3:20], predict the reactants needed to synthesize it. The reactants are: C1(S([N:10]2[C:18]3[C:13](=[CH:14][C:15]([CH2:19][CH3:20])=[CH:16][CH:17]=3)[CH2:12][CH2:11]2)(=O)=O)C=CC=CC=1.[OH-].[Na+].